This data is from CYP3A4 inhibition data for predicting drug metabolism from PubChem BioAssay. The task is: Regression/Classification. Given a drug SMILES string, predict its absorption, distribution, metabolism, or excretion properties. Task type varies by dataset: regression for continuous measurements (e.g., permeability, clearance, half-life) or binary classification for categorical outcomes (e.g., BBB penetration, CYP inhibition). Dataset: cyp3a4_veith. (1) The molecule is CCNc1ncc2nc(-c3cccc(C#N)c3)c(=O)n(Cc3cccc(OC)c3)c2n1. The result is 0 (non-inhibitor). (2) The molecule is Cc1cccc(CNc2ncnc3ccc(-c4cccnc4)cc23)c1. The result is 1 (inhibitor). (3) The compound is CCCCn1c(Cl)nc2c1c(=O)n(C)c(=O)n2C. The result is 0 (non-inhibitor). (4) The molecule is CCOC(=O)Nc1ccc(NCc2ccc(F)cc2)nc1N. The result is 1 (inhibitor).